From a dataset of NCI-60 drug combinations with 297,098 pairs across 59 cell lines. Regression. Given two drug SMILES strings and cell line genomic features, predict the synergy score measuring deviation from expected non-interaction effect. (1) Drug 1: CN1CCC(CC1)COC2=C(C=C3C(=C2)N=CN=C3NC4=C(C=C(C=C4)Br)F)OC. Drug 2: CCC1(CC2CC(C3=C(CCN(C2)C1)C4=CC=CC=C4N3)(C5=C(C=C6C(=C5)C78CCN9C7C(C=CC9)(C(C(C8N6C=O)(C(=O)OC)O)OC(=O)C)CC)OC)C(=O)OC)O.OS(=O)(=O)O. Cell line: SNB-19. Synergy scores: CSS=33.2, Synergy_ZIP=5.34, Synergy_Bliss=9.24, Synergy_Loewe=-4.33, Synergy_HSA=8.58. (2) Drug 1: C1CN1C2=NC(=NC(=N2)N3CC3)N4CC4. Drug 2: C1C(C(OC1N2C=NC(=NC2=O)N)CO)O. Cell line: MOLT-4. Synergy scores: CSS=81.8, Synergy_ZIP=4.12, Synergy_Bliss=4.09, Synergy_Loewe=3.17, Synergy_HSA=6.11. (3) Drug 1: COC1=C2C(=CC3=C1OC=C3)C=CC(=O)O2. Drug 2: CCC1(C2=C(COC1=O)C(=O)N3CC4=CC5=C(C=CC(=C5CN(C)C)O)N=C4C3=C2)O.Cl. Cell line: MCF7. Synergy scores: CSS=9.66, Synergy_ZIP=-5.29, Synergy_Bliss=-0.899, Synergy_Loewe=-19.2, Synergy_HSA=-0.883. (4) Drug 1: C1CC(=O)NC(=O)C1N2C(=O)C3=CC=CC=C3C2=O. Drug 2: C(CCl)NC(=O)N(CCCl)N=O. Cell line: SK-MEL-2. Synergy scores: CSS=-3.14, Synergy_ZIP=-8.04, Synergy_Bliss=-15.4, Synergy_Loewe=-17.5, Synergy_HSA=-17.0. (5) Drug 1: CC1=CC2C(CCC3(C2CCC3(C(=O)C)OC(=O)C)C)C4(C1=CC(=O)CC4)C. Drug 2: CC1=C(C(CCC1)(C)C)C=CC(=CC=CC(=CC(=O)O)C)C. Cell line: HCT116. Synergy scores: CSS=2.55, Synergy_ZIP=-0.435, Synergy_Bliss=1.69, Synergy_Loewe=1.74, Synergy_HSA=1.70.